From a dataset of Forward reaction prediction with 1.9M reactions from USPTO patents (1976-2016). Predict the product of the given reaction. (1) Given the reactants [Br:1][C:2]1[C:3](/[CH:13]=[CH:14]/[N:15](C)C)=[C:4]([N+]([O-])=O)[C:5]([O:8][CH3:9])=[N:6][CH:7]=1.C(OCC)(=O)C.[H][H], predict the reaction product. The product is: [Br:1][C:2]1[CH:7]=[N:6][C:5]([O:8][CH3:9])=[C:4]2[NH:15][CH:14]=[CH:13][C:3]=12. (2) The product is: [Cl:10][C:4]1[CH:3]=[C:2]([O:11][C:12]2[CH:21]=[C:20]([CH3:23])[C:15]3[NH:16][C:17](=[O:19])[O:18][C:14]=3[CH:13]=2)[C:7]([C:8]#[N:9])=[CH:6][N:5]=1. Given the reactants Cl[C:2]1[C:7]([C:8]#[N:9])=[CH:6][N:5]=[C:4]([Cl:10])[CH:3]=1.[OH:11][C:12]1[CH:21]=[CH:20][C:15]2[NH:16][C:17](=[O:19])[O:18][C:14]=2[CH:13]=1.[K].[CH3:23]C(C)([O-])C, predict the reaction product. (3) Given the reactants Br[C:2]1[CH:3]=[C:4](/[CH:9]=[CH:10]/[C:11]([O:13][CH2:14][CH3:15])=[O:12])[CH:5]=[C:6](Br)[CH:7]=1.[C:16]1(B(O)O)[CH:21]=[CH:20][CH:19]=[CH:18][CH:17]=1, predict the reaction product. The product is: [C:16]1([C:2]2[CH:3]=[C:4](/[CH:9]=[CH:10]/[C:11]([O:13][CH2:14][CH3:15])=[O:12])[CH:5]=[C:6]([C:2]3[CH:3]=[CH:4][CH:5]=[CH:6][CH:7]=3)[CH:7]=2)[CH:21]=[CH:20][CH:19]=[CH:18][CH:17]=1. (4) Given the reactants [NH:1]([C:7]([O:9][C:10]([CH3:13])([CH3:12])[CH3:11])=[O:8])[C@H:2]([C:4]([OH:6])=O)[CH3:3].CN1CCOCC1.C(O)(C(F)(F)F)=O.[NH2:28][C@H:29]([C:31]([NH:33][C@H:34]([C:36]([NH:38][CH2:39][CH2:40][CH2:41][CH2:42][Br:43])=[O:37])[CH3:35])=[O:32])[CH3:30], predict the reaction product. The product is: [NH:1]([C:7]([O:9][C:10]([CH3:13])([CH3:12])[CH3:11])=[O:8])[C@H:2]([C:4]([NH:28][C@H:29]([C:31]([NH:33][C@H:34]([C:36]([NH:38][CH2:39][CH2:40][CH2:41][CH2:42][Br:43])=[O:37])[CH3:35])=[O:32])[CH3:30])=[O:6])[CH3:3]. (5) Given the reactants Br[C:2]1[S:6][C:5]([C:7]2[S:8][C:9](Br)=[CH:10][CH:11]=2)=[CH:4][CH:3]=1.C([Li])CCC.CN(C)[CH:20]=[O:21].Cl.C1C[O:27][CH2:26]C1, predict the reaction product. The product is: [CH:26]([C:2]1[S:6][C:5]([C:7]2[S:8][C:9]([CH:20]=[O:21])=[CH:10][CH:11]=2)=[CH:4][CH:3]=1)=[O:27]. (6) Given the reactants CO[CH:3](OC)[N:4]([CH3:6])[CH3:5].[C:9]([C:12]1[CH:13]=[C:14]([S:22]([NH:25][C@H:26]2[CH2:31][CH2:30][CH2:29][C@@H:28]([N:32]3[CH:36]=[N:35][N:34]=[CH:33]3)[CH2:27]2)(=[O:24])=[O:23])[CH:15]=[C:16]([C:18]([F:21])([F:20])[F:19])[CH:17]=1)(=[O:11])[CH3:10], predict the reaction product. The product is: [CH3:6][N:4]([CH3:5])/[CH:3]=[CH:10]/[C:9]([C:12]1[CH:13]=[C:14]([S:22]([NH:25][C@H:26]2[CH2:31][CH2:30][CH2:29][C@@H:28]([N:32]3[CH:33]=[N:34][N:35]=[CH:36]3)[CH2:27]2)(=[O:23])=[O:24])[CH:15]=[C:16]([C:18]([F:20])([F:19])[F:21])[CH:17]=1)=[O:11].